Dataset: Forward reaction prediction with 1.9M reactions from USPTO patents (1976-2016). Task: Predict the product of the given reaction. (1) Given the reactants [CH3:1][O:2][C:3](=[O:23])[C:4]1[CH:9]=[C:8]([O:10][CH3:11])[CH:7]=[CH:6][C:5]=1[NH:12][C:13]1[N:14]([CH3:22])[N:15]=[C:16]([C:18]([CH3:21])([CH3:20])[CH3:19])[CH:17]=1.[Br:24]Br.O, predict the reaction product. The product is: [Br:24][C:17]1[C:16]([C:18]([CH3:20])([CH3:19])[CH3:21])=[N:15][N:14]([CH3:22])[C:13]=1[NH:12][C:5]1[CH:6]=[CH:7][C:8]([O:10][CH3:11])=[CH:9][C:4]=1[C:3]([O:2][CH3:1])=[O:23]. (2) Given the reactants [Cl:1][C:2]1[CH:3]=[N:4][CH:5]=[C:6]([Cl:20])[C:7]=1[S:8][C:9]1[S:13][C:12]([C:14](Cl)=[O:15])=[CH:11][C:10]=1[N+:17]([O-:19])=[O:18].[CH3:21][C:22]1[CH:23]=[C:24]([CH:27]=[CH:28][CH:29]=1)[CH2:25][NH2:26], predict the reaction product. The product is: [Cl:1][C:2]1[CH:3]=[N:4][CH:5]=[C:6]([Cl:20])[C:7]=1[S:8][C:9]1[S:13][C:12]([C:14]([NH:26][CH2:25][C:24]2[CH:27]=[CH:28][CH:29]=[C:22]([CH3:21])[CH:23]=2)=[O:15])=[CH:11][C:10]=1[N+:17]([O-:19])=[O:18]. (3) Given the reactants [NH:1]1[CH:5]=[C:4]([C:6]([O:8]CC)=[O:7])[CH:3]=[N:2]1.C([O-])([O-])=O.[K+].[K+].[CH3:17][O:18][C:19]1[CH:26]=[CH:25][C:22]([CH2:23]Br)=[CH:21][CH:20]=1.[OH-].[K+], predict the reaction product. The product is: [CH3:17][O:18][C:19]1[CH:26]=[CH:25][C:22]([CH2:23][N:2]2[CH:3]=[C:4]([C:6]([OH:8])=[O:7])[CH:5]=[N:1]2)=[CH:21][CH:20]=1. (4) Given the reactants C([N:8]1[CH2:12][C@H:11]([C:13]2[CH:18]=[CH:17][C:16]([F:19])=[C:15]([F:20])[CH:14]=2)[C@@H:10]([C@@H:21]([O:23][C:24]2[CH:29]=[CH:28][C:27]([Cl:30])=[CH:26][N:25]=2)[CH3:22])[CH2:9]1)C1C=CC=CC=1.ClC(OC(Cl)C)=O.CCN(C(C)C)C(C)C, predict the reaction product. The product is: [Cl:30][C:27]1[CH:28]=[CH:29][C:24]([O:23][C@H:21]([C@@H:10]2[C@@H:11]([C:13]3[CH:18]=[CH:17][C:16]([F:19])=[C:15]([F:20])[CH:14]=3)[CH2:12][NH:8][CH2:9]2)[CH3:22])=[N:25][CH:26]=1. (5) Given the reactants [F:1][CH:2]([F:31])[N:3]1[N:19]=[CH:18][C:17]2[NH:16][C:15](=[O:20])[C@@H:14]([CH3:21])[CH:13]=[CH:12][CH2:11][C@@H:10]([NH:22][C:23](=[O:29])[O:24][C:25]([CH3:28])([CH3:27])[CH3:26])[C:9]3[CH:30]=[C:5]([CH:6]=[CH:7][N:8]=3)[C:4]1=2, predict the reaction product. The product is: [F:31][CH:2]([F:1])[N:3]1[N:19]=[CH:18][C:17]2[NH:16][C:15](=[O:20])[C@@H:14]([CH3:21])[CH2:13][CH2:12][CH2:11][C@@H:10]([NH:22][C:23](=[O:29])[O:24][C:25]([CH3:26])([CH3:27])[CH3:28])[C:9]3[CH:30]=[C:5]([CH:6]=[CH:7][N:8]=3)[C:4]1=2. (6) Given the reactants CO[C:3]1[CH:4]=[C:5]2[C:10](=[CH:11][C:12]=1[O:13][CH3:14])[C:9]([CH3:15])=NC=C2.COC1C([N+]([O-])=O)=C2C(=[C:26]([N+:30]([O-])=[O:31])C=1OC)C(C)=NC=C2.ClC1C=C(C=CC=1)[C:41](OO)=[O:42], predict the reaction product. The product is: [CH3:41][O:42][C:15]1[CH:26]=[N+:30]([O-:31])[C:11]2[C:10]([CH:9]=1)=[CH:5][CH:4]=[CH:3][C:12]=2[O:13][CH3:14]. (7) Given the reactants [F:1][C:2]1[CH:7]=[CH:6][C:5]([OH:8])=[CH:4][CH:3]=1.[F:9][C:10]1[CH:17]=[CH:16][C:13]([CH2:14]Cl)=[CH:12][CH:11]=1, predict the reaction product. The product is: [F:1][C:2]1[CH:7]=[CH:6][C:5]([OH:8])=[C:4]([CH2:14][C:13]2[CH:16]=[CH:17][C:10]([F:9])=[CH:11][CH:12]=2)[CH:3]=1.